Dataset: Catalyst prediction with 721,799 reactions and 888 catalyst types from USPTO. Task: Predict which catalyst facilitates the given reaction. (1) Reactant: [OH:1][CH:2]([C:6]1[CH:11]=[CH:10][C:9]([C:12]2[N:16]=[C:15]([C:17]3[O:21][N:20]=[C:19]([C:22]4[CH:27]=[CH:26][CH:25]=[CH:24][CH:23]=4)[C:18]=3[C:28]([F:31])([F:30])[F:29])[O:14][N:13]=2)=[CH:8][CH:7]=1)[C:3](O)=[O:4].CN1CCOCC1.Cl.[NH2:40][CH2:41][C:42]([NH:44][CH3:45])=[O:43].CN(C(ON1N=NC2C=CC=NC1=2)=[N+](C)C)C.F[P-](F)(F)(F)(F)F. Product: [OH:1][CH:2]([C:6]1[CH:7]=[CH:8][C:9]([C:12]2[N:16]=[C:15]([C:17]3[O:21][N:20]=[C:19]([C:22]4[CH:23]=[CH:24][CH:25]=[CH:26][CH:27]=4)[C:18]=3[C:28]([F:31])([F:29])[F:30])[O:14][N:13]=2)=[CH:10][CH:11]=1)[C:3]([NH:40][CH2:41][C:42]([NH:44][CH3:45])=[O:43])=[O:4]. The catalyst class is: 3. (2) Reactant: C(N(CC)CC)C.[NH2:8][C:9]1[C:10]([O:26][CH3:27])=[C:11]([NH:19][S:20]([N:23]([CH3:25])[CH3:24])(=[O:22])=[O:21])[CH:12]=[C:13]([C:15]([CH3:18])([CH3:17])[CH3:16])[CH:14]=1.[CH3:28][O:29][C:30]1[CH:31]=[C:32]([NH:47][C:48]2[N:53]=[C:52]([O:54][C:55]3[C:64]4[C:59](=[CH:60][CH:61]=[CH:62][CH:63]=4)[C:58]([NH:65][C:66](=O)[O:67]C4C=CC=CC=4)=[CH:57][CH:56]=3)[CH:51]=[CH:50][N:49]=2)[CH:33]=[C:34]([O:36][CH2:37][CH2:38][O:39][CH2:40][CH2:41][O:42][CH2:43][CH2:44][O:45][CH3:46])[CH:35]=1. Product: [C:15]([C:13]1[CH:14]=[C:9]([NH:8][C:66]([NH:65][C:58]2[C:59]3[C:64](=[CH:63][CH:62]=[CH:61][CH:60]=3)[C:55]([O:54][C:52]3[CH:51]=[CH:50][N:49]=[C:48]([NH:47][C:32]4[CH:33]=[C:34]([O:36][CH2:37][CH2:38][O:39][CH2:40][CH2:41][O:42][CH2:43][CH2:44][O:45][CH3:46])[CH:35]=[C:30]([O:29][CH3:28])[CH:31]=4)[N:53]=3)=[CH:56][CH:57]=2)=[O:67])[C:10]([O:26][CH3:27])=[C:11]([NH:19][S:20]([N:23]([CH3:25])[CH3:24])(=[O:22])=[O:21])[CH:12]=1)([CH3:18])([CH3:17])[CH3:16]. The catalyst class is: 480. (3) Reactant: [Br:1][C:2]1[CH:7]=[CH:6][C:5](F)=[CH:4][C:3]=1[C:9]([F:12])([F:11])[F:10].C([O:16][CH2:17][CH2:18][OH:19])(=O)C.[H-].[Na+].CN(C=O)C. Product: [Br:1][C:2]1[CH:7]=[CH:6][C:5]([O:16][CH2:17][CH2:18][OH:19])=[CH:4][C:3]=1[C:9]([F:12])([F:11])[F:10]. The catalyst class is: 6.